Predict which catalyst facilitates the given reaction. From a dataset of Catalyst prediction with 721,799 reactions and 888 catalyst types from USPTO. Reactant: [OH:1][C:2]1[CH:7]=[CH:6][C:5]([C:8]2[S:9][CH:10]=[CH:11][CH:12]=2)=[CH:4][CH:3]=1.[C:13]1(P(C2C=CC=CC=2)C2C=CC=CC=2)[CH:18]=CC=C[CH:14]=1.C(O)(C)C.N(C(OCC)=O)=NC(OCC)=O. Product: [CH:13]([O:1][C:2]1[CH:3]=[CH:4][C:5]([C:8]2[S:9][CH:10]=[CH:11][CH:12]=2)=[CH:6][CH:7]=1)([CH3:18])[CH3:14]. The catalyst class is: 1.